This data is from Full USPTO retrosynthesis dataset with 1.9M reactions from patents (1976-2016). The task is: Predict the reactants needed to synthesize the given product. (1) Given the product [CH2:1]([O:8][C:9]1[C:24]([O:25][CH3:26])=[CH:23][C:12]2[C:13](=[O:14])[N:15]3[CH2:19][C:18](=[CH2:20])[CH2:17][C@H:16]3[CH:21]=[CH:38][C:11]=2[CH:10]=1)[C:2]1[CH:7]=[CH:6][CH:5]=[CH:4][CH:3]=1, predict the reactants needed to synthesize it. The reactants are: [CH2:1]([O:8][C:9]1[C:24]([O:25][CH3:26])=[CH:23][C:12]([C:13]([N:15]2[CH2:19][C:18](=[CH2:20])[CH2:17][C@H:16]2[CH:21]=O)=[O:14])=[C:11]([N+]([O-])=O)[CH:10]=1)[C:2]1[CH:7]=[CH:6][CH:5]=[CH:4][CH:3]=1.[O-]S(S([O-])=O)=O.[Na+].[Na+].[CH2:38]1COCC1. (2) Given the product [CH3:1][O:2][C:3]1[CH:8]=[CH:7][C:6]([C:9]2([C:12]([NH:16][NH2:17])=[O:14])[CH2:11][CH2:10]2)=[CH:5][CH:4]=1, predict the reactants needed to synthesize it. The reactants are: [CH3:1][O:2][C:3]1[CH:8]=[CH:7][C:6]([C:9]2([C:12]([O:14]C)=O)[CH2:11][CH2:10]2)=[CH:5][CH:4]=1.[NH2:16][NH2:17]. (3) Given the product [CH3:11][O:12][C:13]1[CH:14]=[CH:2][CH:3]=[C:4]2[C:5]=1[CH2:6][CH2:7][CH2:8][CH:9]2[NH2:10], predict the reactants needed to synthesize it. The reactants are: O1[C:5]2[CH2:6][CH2:7][CH2:8][CH:9]([NH2:10])[C:4]=2[CH:3]=[CH:2]1.[CH3:11][O:12][C:13]1C=CC=C2[C:14]=1CCCC2=O. (4) Given the product [Cl:35][C:36]1[CH:37]=[C:38](/[CH:39]=[CH:9]\[CH2:8][CH2:7][N:6]2[C:2](=[O:34])[C:3]3=[CH:33][CH:32]=[CH:31][CH:30]=[C:4]3[C:5]2=[O:29])[CH:41]=[CH:42][CH:43]=1, predict the reactants needed to synthesize it. The reactants are: [Br-].[C:2]1(=[O:34])[N:6]([CH2:7][CH2:8][CH2:9][P+](C2C=CC=CC=2)(C2C=CC=CC=2)C2C=CC=CC=2)[C:5](=[O:29])[C:4]2=[CH:30][CH:31]=[CH:32][CH:33]=[C:3]12.[Cl:35][C:36]1[CH:37]=[C:38]([CH:41]=[CH:42][CH:43]=1)[CH:39]=O.CC(C)([O-])C.[K+].O. (5) Given the product [F:1][C:2]1[CH:9]=[C:8]([C:10]2[CH:15]=[CH:14][N:13]=[C:12]3[NH:16][C:17]([C:19]4[CH:20]=[N:21][N:22]([CH:24]5[CH2:27][O:26][CH2:25]5)[CH:23]=4)=[N:18][C:11]=23)[CH:7]=[CH:6][C:3]=1[CH2:4][NH:5][C:37]([C:34]1[N:33]=[C:32]([C:28]([CH3:31])([CH3:30])[CH3:29])[O:36][N:35]=1)=[O:38], predict the reactants needed to synthesize it. The reactants are: [F:1][C:2]1[CH:9]=[C:8]([C:10]2[CH:15]=[CH:14][N:13]=[C:12]3[NH:16][C:17]([C:19]4[CH:20]=[N:21][N:22]([CH:24]5[CH2:27][O:26][CH2:25]5)[CH:23]=4)=[N:18][C:11]=23)[CH:7]=[CH:6][C:3]=1[CH2:4][NH2:5].[C:28]([C:32]1[O:36][N:35]=[C:34]([C:37](O)=[O:38])[N:33]=1)([CH3:31])([CH3:30])[CH3:29].F[P-](F)(F)(F)(F)F.Br[P+](N1CCCC1)(N1CCCC1)N1CCCC1.C(N(C(C)C)C(C)C)C.CN(C=O)C.